Dataset: Forward reaction prediction with 1.9M reactions from USPTO patents (1976-2016). Task: Predict the product of the given reaction. Given the reactants [Na].[CH2:2]([O:9][C:10]1[CH:15]=[C:14]([O:16][CH2:17][C:18]2[CH:23]=[CH:22][CH:21]=[CH:20][CH:19]=2)[C:13]([Br:24])=[CH:12][C:11]=1[C:25](=[O:27])[CH3:26])[C:3]1[CH:8]=[CH:7][CH:6]=[CH:5][CH:4]=1.[C:28](OCC)(=[O:34])[C:29]([O:31][CH2:32][CH3:33])=[O:30].Cl, predict the reaction product. The product is: [CH2:32]([O:31][C:29](=[O:30])[C:28](=[O:34])[CH2:26][C:25]([C:11]1[CH:12]=[C:13]([Br:24])[C:14]([O:16][CH2:17][C:18]2[CH:23]=[CH:22][CH:21]=[CH:20][CH:19]=2)=[CH:15][C:10]=1[O:9][CH2:2][C:3]1[CH:8]=[CH:7][CH:6]=[CH:5][CH:4]=1)=[O:27])[CH3:33].